Dataset: Forward reaction prediction with 1.9M reactions from USPTO patents (1976-2016). Task: Predict the product of the given reaction. (1) The product is: [N:3]1([C:9]2[N:14]=[C:13]([O:15][C:16]3[CH:17]=[CH:18][C:19]([NH:22][C:23](=[O:29])[O:24][C:25]([CH3:27])([CH3:26])[CH3:28])=[CH:20][CH:21]=3)[CH:12]=[CH:11][N:10]=2)[CH:7]=[N:6][CH:5]=[N:4]1. Given the reactants [H-].[Na+].[NH:3]1[CH:7]=[N:6][CH:5]=[N:4]1.Cl[C:9]1[N:14]=[C:13]([O:15][C:16]2[CH:21]=[CH:20][C:19]([NH:22][C:23](=[O:29])[O:24][C:25]([CH3:28])([CH3:27])[CH3:26])=[CH:18][CH:17]=2)[CH:12]=[CH:11][N:10]=1.O, predict the reaction product. (2) Given the reactants [C:1]([O:6][C:7]1([CH2:17][CH3:18])[CH:14]2[CH2:15][CH:10]3[CH2:11][CH:12]([CH2:16][CH:8]1[CH2:9]3)[CH2:13]2)(=[O:5])[C:2]([CH3:4])=[CH2:3].[C:19]([O:22][C:23]1[CH:30]=[CH:29][C:26]([CH:27]=[CH2:28])=[CH:25][CH:24]=1)(=[O:21])[CH3:20], predict the reaction product. The product is: [C:1]([O:6][C:7]1([CH2:17][CH3:18])[CH:8]2[CH2:16][CH:12]3[CH2:11][CH:10]([CH2:15][CH:14]1[CH2:13]3)[CH2:9]2)(=[O:5])[C:2]([CH3:4])=[CH2:3].[C:19]([O:22][C:23]1[CH:30]=[CH:29][C:26]([CH:27]=[CH2:28])=[CH:25][CH:24]=1)(=[O:21])[CH3:20]. (3) Given the reactants [Br:1][C:2]1[CH:11]=[CH:10][C:5]([O:6][CH2:7][C:8]#[N:9])=[C:4]([C:12]([C:14]2[CH:15]=[N:16][N:17]([C:19]3[CH:24]=[CH:23][CH:22]=[CH:21][CH:20]=3)[CH:18]=2)=[O:13])[CH:3]=1.[N-:25]=[N+:26]=[N-:27].[Na+].C(O)(C)C.Cl, predict the reaction product. The product is: [Br:1][C:2]1[CH:11]=[CH:10][C:5]([O:6][CH2:7][C:8]2[N:25]=[N:26][NH:27][N:9]=2)=[C:4]([C:12]([C:14]2[CH:15]=[N:16][N:17]([C:19]3[CH:24]=[CH:23][CH:22]=[CH:21][CH:20]=3)[CH:18]=2)=[O:13])[CH:3]=1. (4) Given the reactants [F:1][C:2]1[C:7]([F:8])=[CH:6][CH:5]=[CH:4][C:3]=1[C@@:9]([NH:19][S@@:20]([C:22]([CH3:25])([CH3:24])[CH3:23])=[O:21])([CH2:12][C:13](=[O:18])[C:14]([F:17])([F:16])[F:15])[CH2:10][F:11].[B-].[Na+], predict the reaction product. The product is: [F:1][C:2]1[C:7]([F:8])=[CH:6][CH:5]=[CH:4][C:3]=1[C@@:9]([NH:19][S@@:20]([C:22]([CH3:25])([CH3:24])[CH3:23])=[O:21])([CH2:12][C@H:13]([OH:18])[C:14]([F:17])([F:15])[F:16])[CH2:10][F:11]. (5) Given the reactants [Cl:1][C:2]1[CH:3]=[N:4][CH:5]=[C:6]([Cl:33])[C:7]=1[NH:8][C:9]([C:11]1[CH:12]=[CH:13][C:14]([O:31][CH3:32])=[C:15]2[O:30][C:18]3[CH2:19][N:20](C(OC(C)(C)C)=O)[CH2:21][CH2:22][C:17]=3[C:16]=12)=[O:10].Cl, predict the reaction product. The product is: [ClH:1].[Cl:33][C:6]1[CH:5]=[N:4][CH:3]=[C:2]([Cl:1])[C:7]=1[NH:8][C:9]([C:11]1[CH:12]=[CH:13][C:14]([O:31][CH3:32])=[C:15]2[O:30][C:18]3[CH2:19][NH:20][CH2:21][CH2:22][C:17]=3[C:16]=12)=[O:10]. (6) Given the reactants [Cl:1][C:2]1[C:9]([F:10])=[CH:8][C:5]([CH:6]=O)=[C:4]([O:11][C:12]2[CH:17]=[CH:16][CH:15]=[C:14]([O:18][CH3:19])[C:13]=2[CH3:20])[CH:3]=1.[CH3:21][NH2:22].C(O)(=O)C.[BH-](OC(C)=O)(OC(C)=O)OC(C)=O.[Na+], predict the reaction product. The product is: [ClH:1].[Cl:1][C:2]1[C:9]([F:10])=[CH:8][C:5]([CH2:6][CH2:21][NH2:22])=[C:4]([O:11][C:12]2[CH:17]=[CH:16][CH:15]=[C:14]([O:18][CH3:19])[C:13]=2[CH3:20])[CH:3]=1. (7) Given the reactants [Cl:1][C:2]1[CH:3]=[N:4][CH:5]=[C:6]([Cl:9])[C:7]=1[CH3:8].[Li]N([Si](C)(C)C)[Si](C)(C)C.[CH3:20][O:21][C:22]1[CH:23]=[C:24]([CH:27]=[CH:28][C:29]=1[O:30][CH3:31])[CH:25]=[O:26], predict the reaction product. The product is: [Cl:1][C:2]1[CH:3]=[N:4][CH:5]=[C:6]([Cl:9])[C:7]=1[CH2:8][CH:25]([C:24]1[CH:27]=[CH:28][C:29]([O:30][CH3:31])=[C:22]([O:21][CH3:20])[CH:23]=1)[OH:26].